Dataset: Catalyst prediction with 721,799 reactions and 888 catalyst types from USPTO. Task: Predict which catalyst facilitates the given reaction. (1) The catalyst class is: 1. Reactant: [F:1][C:2]1[CH:7]=[C:6]([O:8][CH3:9])[CH:5]=[CH:4][C:3]=1B(O)O.Br[C:14]1[C:15]([CH3:24])=[CH:16][C:17]([C:20]([O:22][CH3:23])=[O:21])=[N:18][CH:19]=1.C(=O)([O-])[O-].[Cs+].[Cs+]. Product: [F:1][C:2]1[CH:7]=[C:6]([O:8][CH3:9])[CH:5]=[CH:4][C:3]=1[C:14]1[C:15]([CH3:24])=[CH:16][C:17]([C:20]([O:22][CH3:23])=[O:21])=[N:18][CH:19]=1. (2) Reactant: [NH2:1][C:2]1[CH:32]=[CH:31][CH:30]=[CH:29][C:3]=1[C:4]([NH:6][CH:7]([CH2:11][C:12]1[CH:17]=[CH:16][C:15]([N+:18]([O-:20])=[O:19])=[C:14]([O:21][CH2:22][C:23]2[CH:28]=[CH:27][CH:26]=[CH:25][CH:24]=2)[CH:13]=1)[C:8](O)=[O:9])=[O:5].C1C=CC2N(O)N=NC=2C=1.Cl.C(N=C=NCCCN(C)C)C. Product: [CH2:22]([O:21][C:14]1[CH:13]=[C:12]([CH:17]=[CH:16][C:15]=1[N+:18]([O-:20])=[O:19])[CH2:11][CH:7]1[NH:6][C:4](=[O:5])[C:3]2[CH:29]=[CH:30][CH:31]=[CH:32][C:2]=2[NH:1][C:8]1=[O:9])[C:23]1[CH:28]=[CH:27][CH:26]=[CH:25][CH:24]=1. The catalyst class is: 2. (3) Reactant: Br[C:2]1[CH:3]=[CH:4][C:5]([N+:8]([O-:10])=[O:9])=[N:6][CH:7]=1.C([O-])([O-])=O.[K+].[K+].[C:17]([O:21][C:22]([N:24]1[CH2:29][CH2:28][NH:27][C@@H:26]([CH3:30])[CH2:25]1)=[O:23])([CH3:20])([CH3:19])[CH3:18].O. Product: [CH3:30][C@@H:26]1[N:27]([C:2]2[CH:7]=[N:6][C:5]([N+:8]([O-:10])=[O:9])=[CH:4][CH:3]=2)[CH2:28][CH2:29][N:24]([C:22]([O:21][C:17]([CH3:18])([CH3:20])[CH3:19])=[O:23])[CH2:25]1. The catalyst class is: 16. (4) The catalyst class is: 82. Product: [OH:1][C:2]1[C:3]([CH3:11])=[C:4]([CH:8]=[CH:9][C:10]=1[N+:12]([O-:14])=[O:13])[C:5]([OH:7])=[O:6]. Reactant: [OH:1][C:2]1[C:3]([CH3:11])=[C:4]([CH:8]=[CH:9][CH:10]=1)[C:5]([OH:7])=[O:6].[N+:12]([O-])([OH:14])=[O:13]. (5) Reactant: [Br:1][C:2]1[CH:7]=[CH:6][C:5]([C:8](=[N:22][O:23][CH2:24][CH3:25])[CH:9]2[CH2:14][CH2:13][N:12]([C:15]3([CH3:21])[CH2:20][CH2:19][NH:18][CH2:17][CH2:16]3)[CH2:11][CH2:10]2)=[CH:4][CH:3]=1.[OH:26][C:27]1[C:36]2[C:31](=[C:32]([OH:37])[CH:33]=[CH:34][CH:35]=2)[N:30]=[C:29]([C:38](O)=[O:39])[CH:28]=1.CCN(CC)CC.CN(C(ON1N=NC2C=CC=NC1=2)=[N+](C)C)C.F[P-](F)(F)(F)(F)F. Product: [Br:1][C:2]1[CH:7]=[CH:6][C:5]([C:8](=[N:22][O:23][CH2:24][CH3:25])[CH:9]2[CH2:10][CH2:11][N:12]([C:15]3([CH3:21])[CH2:20][CH2:19][N:18]([C:38]([C:29]4[CH:28]=[C:27]([OH:26])[C:36]5[C:31](=[C:32]([OH:37])[CH:33]=[CH:34][CH:35]=5)[N:30]=4)=[O:39])[CH2:17][CH2:16]3)[CH2:13][CH2:14]2)=[CH:4][CH:3]=1. The catalyst class is: 3. (6) Reactant: [Cl:1][C:2]1[CH:21]=[CH:20][C:5]([C:6]([N:8]2[CH2:14][C:13]3[CH:15]=[CH:16][CH:17]=[CH:18][C:12]=3[NH:11][C:10](=[O:19])[CH2:9]2)=[O:7])=[CH:4][CH:3]=1.[H-].[Na+].Br[CH2:25][C:26]1[CH:27]=[C:28]([CH:33]=[CH:34][CH:35]=1)[C:29]([O:31][CH3:32])=[O:30].C(OCC)(=O)C. Product: [Cl:1][C:2]1[CH:21]=[CH:20][C:5]([C:6]([N:8]2[CH2:14][C:13]3[CH:15]=[CH:16][CH:17]=[CH:18][C:12]=3[N:11]([CH2:25][C:26]3[CH:35]=[CH:34][CH:33]=[C:28]([C:29]([O:31][CH3:32])=[O:30])[CH:27]=3)[C:10](=[O:19])[CH2:9]2)=[O:7])=[CH:4][CH:3]=1. The catalyst class is: 3. (7) Reactant: [NH2:1][C:2]1[C:3](=[O:17])[N:4]([CH2:9][C:10]([O:12][C:13]([CH3:16])([CH3:15])[CH3:14])=[O:11])[C:5]([CH3:8])=[CH:6][CH:7]=1.[CH2:18]([S:25](Cl)(=[O:27])=[O:26])[C:19]1[CH:24]=[CH:23][CH:22]=[CH:21][CH:20]=1. Product: [CH2:18]([S:25]([NH:1][C:2]1[C:3](=[O:17])[N:4]([CH2:9][C:10]([O:12][C:13]([CH3:16])([CH3:15])[CH3:14])=[O:11])[C:5]([CH3:8])=[CH:6][CH:7]=1)(=[O:27])=[O:26])[C:19]1[CH:24]=[CH:23][CH:22]=[CH:21][CH:20]=1. The catalyst class is: 300. (8) Reactant: C[Si](C)(C)[N-][Si](C)(C)C.[Li+].[CH3:11][C:12]([CH3:48])([CH2:17][CH2:18][C:19](=[O:47])[N:20]([CH2:26][C:27]1[CH:32]=[CH:31][CH:30]=[C:29]([C:33]2[O:34][C:35](=[O:46])[C:36]3[C:41]4[CH2:42][CH2:43][CH2:44][CH2:45][C:40]=4[S:39][C:37]=3[N:38]=2)[CH:28]=1)[CH:21]([CH2:24][CH3:25])[CH2:22][CH3:23])[C:13]([O:15][CH3:16])=[O:14].[N:49]1([CH2:55][CH2:56][C:57]2[CH:63]=[CH:62][C:60]([NH2:61])=[CH:59][CH:58]=2)[CH2:54][CH2:53][O:52][CH2:51][CH2:50]1.[Cl-].[NH4+]. Product: [CH3:48][C:12]([CH3:11])([CH2:17][CH2:18][C:19]([N:20]([CH2:26][C:27]1[CH:32]=[CH:31][CH:30]=[C:29]([C:33](=[O:34])[NH:38][C:37]2[S:39][C:40]3[CH2:45][CH2:44][CH2:43][CH2:42][C:41]=3[C:36]=2[C:35](=[O:46])[NH:61][C:60]2[CH:62]=[CH:63][C:57]([CH2:56][CH2:55][N:49]3[CH2:50][CH2:51][O:52][CH2:53][CH2:54]3)=[CH:58][CH:59]=2)[CH:28]=1)[CH:21]([CH2:22][CH3:23])[CH2:24][CH3:25])=[O:47])[C:13]([O:15][CH3:16])=[O:14]. The catalyst class is: 1.